This data is from Forward reaction prediction with 1.9M reactions from USPTO patents (1976-2016). The task is: Predict the product of the given reaction. (1) Given the reactants [O:1]1[CH2:6][CH2:5][N:4]([CH2:7][C:8]2[CH:9]=[C:10]([CH:14]=[CH:15][CH:16]=2)[C:11]([OH:13])=O)[CH2:3][CH2:2]1.[NH2:17][CH2:18][CH:19]([OH:31])[CH2:20][N:21]1[CH2:30][CH2:29][C:28]2[C:23](=[CH:24][CH:25]=[CH:26][CH:27]=2)[CH2:22]1.C1N(P(Cl)(N2C(=O)OCC2)=O)C(=O)OC1, predict the reaction product. The product is: [CH2:22]1[C:23]2[C:28](=[CH:27][CH:26]=[CH:25][CH:24]=2)[CH2:29][CH2:30][N:21]1[CH2:20][CH:19]([OH:31])[CH2:18][NH:17][C:11](=[O:13])[C:10]1[CH:14]=[CH:15][CH:16]=[C:8]([CH2:7][N:4]2[CH2:3][CH2:2][O:1][CH2:6][CH2:5]2)[CH:9]=1. (2) The product is: [C:22]([C@H:19]1[CH2:20][O:12][C:10]([C:7]2[CH:6]=[C:5]([O:13][CH2:14][CH:15]3[CH2:17][CH2:16]3)[C:4]([CH:1]3[CH2:2][CH2:3]3)=[CH:9][N:8]=2)=[N:18]1)([CH3:25])([CH3:24])[CH3:23]. Given the reactants [CH:1]1([C:4]2[C:5]([O:13][CH2:14][CH:15]3[CH2:17][CH2:16]3)=[CH:6][C:7]([C:10]([OH:12])=O)=[N:8][CH:9]=2)[CH2:3][CH2:2]1.[NH2:18][C@@H:19]([C:22]([CH3:25])([CH3:24])[CH3:23])[CH2:20]O, predict the reaction product. (3) The product is: [CH3:11][C:9]([CH3:12])([O:8][C:6]([NH:5][C@H:4]([C:3]([O:2][CH3:1])=[O:15])[CH2:13][S:14][CH2:30][CH2:29][C:27]1[CH:26]=[C:25]([CH3:32])[CH:24]=[C:23]([N:18]2[C:19]([CH3:22])=[CH:20][CH:21]=[C:17]2[CH3:16])[N:28]=1)=[O:7])[CH3:10]. Given the reactants [CH3:1][O:2][C:3](=[O:15])[C@H:4]([CH2:13][SH:14])[NH:5][C:6]([O:8][C:9]([CH3:12])([CH3:11])[CH3:10])=[O:7].[CH3:16][C:17]1[N:18]([C:23]2[N:28]=[C:27]([CH2:29][CH2:30]O)[CH:26]=[C:25]([CH3:32])[CH:24]=2)[C:19]([CH3:22])=[CH:20][CH:21]=1.N(C(N1CCCCC1)=O)=NC(N1CCCCC1)=O.N1C=CN=C1.CP(C)C, predict the reaction product. (4) Given the reactants C[O:2][C:3]([C:5]1[CH:10]=[CH:9][C:8]([C:11]2[C:24]3[C:19](=[CH:20][C:21]([O:27][CH2:28][CH3:29])=[C:22]([O:25][CH3:26])[CH:23]=3)[C@@H:18]3[C@@H:13]([CH2:14][CH2:15][C@@H:16]([OH:30])[CH2:17]3)[N:12]=2)=[CH:7][N:6]=1)=N.O.P(=O)(O)(O)[OH:33].P([O-])([O-])(O)=O.[Na+].[Na+], predict the reaction product. The product is: [CH2:28]([O:27][C:21]1[CH:20]=[C:19]2[C:24]([C:11]([C:8]3[CH:9]=[CH:10][C:5]([C:3]([OH:2])=[O:33])=[N:6][CH:7]=3)=[N:12][C@H:13]3[C@@H:18]2[CH2:17][C@H:16]([OH:30])[CH2:15][CH2:14]3)=[CH:23][C:22]=1[O:25][CH3:26])[CH3:29]. (5) Given the reactants [CH2:1]([O:8][C:9]1[CH:14]=[C:13]([N+:15]([O-:17])=[O:16])[CH:12]=[CH:11][C:10]=1[OH:18])[C:2]1[CH:7]=[CH:6][CH:5]=[CH:4][CH:3]=1.C(=O)([O-])[O-].[K+].[K+].S(C1C=CC(C)=CC=1)(O[CH2:29][C@@H:30]1[O:32][CH2:31]1)(=O)=O.CN(C=O)C, predict the reaction product. The product is: [CH2:1]([O:8][C:9]1[CH:14]=[C:13]([N+:15]([O-:17])=[O:16])[CH:12]=[CH:11][C:10]=1[O:18][CH2:29][C@H:30]1[CH2:31][O:32]1)[C:2]1[CH:3]=[CH:4][CH:5]=[CH:6][CH:7]=1. (6) Given the reactants [F:1][B-](F)(F)F.[Br:6][C:7]1[C:16]2[C:11](=[CH:12][CH:13]=[C:14]([O:17][CH3:18])[N:15]=2)[N:10]=[CH:9][C:8]=1[N+]#N, predict the reaction product. The product is: [Br:6][C:7]1[C:16]2[C:11](=[CH:12][CH:13]=[C:14]([O:17][CH3:18])[N:15]=2)[N:10]=[CH:9][C:8]=1[F:1]. (7) Given the reactants [OH:1][C:2]1[CH:3]=[C:4]2[C:8](=[CH:9][CH:10]=1)[NH:7][CH:6]=[CH:5]2.[Cl:11][C:12]1[N:17]=[C:16](Cl)[CH:15]=[CH:14][N:13]=1.C(=O)([O-])[O-].[Cs+].[Cs+].CN(C=O)C, predict the reaction product. The product is: [Cl:11][C:12]1[N:17]=[C:16]([O:1][C:2]2[CH:3]=[C:4]3[C:8](=[CH:9][CH:10]=2)[NH:7][CH:6]=[CH:5]3)[CH:15]=[CH:14][N:13]=1.